From a dataset of HIV replication inhibition screening data with 41,000+ compounds from the AIDS Antiviral Screen. Binary Classification. Given a drug SMILES string, predict its activity (active/inactive) in a high-throughput screening assay against a specified biological target. The compound is Cc1nc2nc3n(c(=O)c2nc1C)CCS3. The result is 0 (inactive).